From a dataset of CYP2C19 inhibition data for predicting drug metabolism from PubChem BioAssay. Regression/Classification. Given a drug SMILES string, predict its absorption, distribution, metabolism, or excretion properties. Task type varies by dataset: regression for continuous measurements (e.g., permeability, clearance, half-life) or binary classification for categorical outcomes (e.g., BBB penetration, CYP inhibition). Dataset: cyp2c19_veith. The drug is N#Cc1ccc(-c2ccccc2)nc1SCC(=O)c1cccc(Cl)c1. The result is 1 (inhibitor).